The task is: Regression. Given two drug SMILES strings and cell line genomic features, predict the synergy score measuring deviation from expected non-interaction effect.. This data is from NCI-60 drug combinations with 297,098 pairs across 59 cell lines. (1) Drug 1: C1CC(=O)NC(=O)C1N2CC3=C(C2=O)C=CC=C3N. Drug 2: C1C(C(OC1N2C=NC3=C(N=C(N=C32)Cl)N)CO)O. Cell line: OVCAR-4. Synergy scores: CSS=-1.98, Synergy_ZIP=1.31, Synergy_Bliss=-2.32, Synergy_Loewe=-5.27, Synergy_HSA=-5.34. (2) Drug 1: CCCCCOC(=O)NC1=NC(=O)N(C=C1F)C2C(C(C(O2)C)O)O. Drug 2: CC=C1C(=O)NC(C(=O)OC2CC(=O)NC(C(=O)NC(CSSCCC=C2)C(=O)N1)C(C)C)C(C)C. Cell line: PC-3. Synergy scores: CSS=12.9, Synergy_ZIP=2.25, Synergy_Bliss=2.43, Synergy_Loewe=-47.3, Synergy_HSA=-0.393. (3) Drug 1: C1CNP(=O)(OC1)N(CCCl)CCCl. Drug 2: C1C(C(OC1N2C=NC(=NC2=O)N)CO)O. Cell line: K-562. Synergy scores: CSS=30.2, Synergy_ZIP=-0.879, Synergy_Bliss=-1.28, Synergy_Loewe=-4.30, Synergy_HSA=1.85.